Dataset: Peptide-MHC class I binding affinity with 185,985 pairs from IEDB/IMGT. Task: Regression. Given a peptide amino acid sequence and an MHC pseudo amino acid sequence, predict their binding affinity value. This is MHC class I binding data. The peptide sequence is KFRDLLFK. The MHC is H-2-Db with pseudo-sequence H-2-Db. The binding affinity (normalized) is 0.